This data is from Full USPTO retrosynthesis dataset with 1.9M reactions from patents (1976-2016). The task is: Predict the reactants needed to synthesize the given product. (1) Given the product [Cl:1][C:2]1[C:3]([C:10]2([C:13]#[N:14])[CH2:11][CH2:12]2)=[N:4][CH:5]=[C:6]([CH:8]2[CH2:9][CH:17]2[C:16]([F:20])([F:19])[F:15])[CH:7]=1, predict the reactants needed to synthesize it. The reactants are: [Cl:1][C:2]1[C:3]([C:10]2([C:13]#[N:14])[CH2:12][CH2:11]2)=[N:4][CH:5]=[C:6]([CH:8]=[CH2:9])[CH:7]=1.[F:15][C:16]([F:20])([F:19])[CH2:17]N.N([O-])=O.[Na+].[Cl-].[NH4+]. (2) Given the product [CH3:13][O:12][C:11]1[CH:10]=[C:9]([CH3:14])[C:8]2[NH:7][C:6](=[O:15])[C:5]3[S:16][CH:17]=[CH:18][C:4]=3[C:3]=2[C:2]=1[C:34]1[CH:33]=[CH:32][C:31]([CH:21]([CH:20]([CH3:46])[CH3:19])[CH2:22][NH:23][C:24](=[O:30])[O:25][C:26]([CH3:27])([CH3:28])[CH3:29])=[CH:36][CH:35]=1, predict the reactants needed to synthesize it. The reactants are: Br[C:2]1[C:3]2[C:4]3[CH:18]=[CH:17][S:16][C:5]=3[C:6](=[O:15])[NH:7][C:8]=2[C:9]([CH3:14])=[CH:10][C:11]=1[O:12][CH3:13].[CH3:19][CH:20]([CH3:46])[CH:21]([C:31]1[CH:36]=[CH:35][C:34](B2OC(C)(C)C(C)(C)O2)=[CH:33][CH:32]=1)[CH2:22][NH:23][C:24](=[O:30])[O:25][C:26]([CH3:29])([CH3:28])[CH3:27]. (3) Given the product [CH2:5]1[C:13]2[C:8](=[CH:9][C:10]([C:14]([OH:16])=[O:17])=[CH:11][CH:12]=2)[CH2:7][CH2:6]1, predict the reactants needed to synthesize it. The reactants are: BrBr.[OH-].[K+].[CH2:5]1[C:13]2[C:8](=[CH:9][C:10]([C:14](=[O:16])C)=[CH:11][CH:12]=2)[CH2:7][CH2:6]1.[O-:17]S([O-])(=S)=O.[Na+].[Na+].Cl. (4) Given the product [Cl:35][C:32]1[CH:33]=[CH:34][C:29]([C:9]2[N:8]([CH2:7][C:6]([OH:36])=[O:5])[C:12](=[O:13])[N:11]([CH2:14][C:15](=[O:28])[NH:16][CH2:17][C:18]3[CH:23]=[CH:22][CH:21]=[C:20]([C:24]([F:26])([F:27])[F:25])[CH:19]=3)[N:10]=2)=[CH:30][CH:31]=1, predict the reactants needed to synthesize it. The reactants are: C([O:5][C:6](=[O:36])[CH2:7][N:8]1[C:12](=[O:13])[N:11]([CH2:14][C:15](=[O:28])[NH:16][CH2:17][C:18]2[CH:23]=[CH:22][CH:21]=[C:20]([C:24]([F:27])([F:26])[F:25])[CH:19]=2)[N:10]=[C:9]1[C:29]1[CH:34]=[CH:33][C:32]([Cl:35])=[CH:31][CH:30]=1)(C)(C)C.FC(F)(F)C(O)=O.C1(C)C=CC=CC=1. (5) Given the product [Br:29][B:28]1[N:7]([C:1]2[CH:2]=[CH:3][CH:4]=[CH:5][CH:6]=2)[C:8]2[CH:13]=[CH:12][CH:11]=[CH:10][C:9]=2[N:14]1[C:15]1[CH:20]=[CH:19][CH:18]=[CH:17][CH:16]=1, predict the reactants needed to synthesize it. The reactants are: [C:1]1([NH:7][C:8]2[C:9]([NH:14][C:15]3[CH:20]=[CH:19][CH:18]=[CH:17][CH:16]=3)=[CH:10][CH:11]=[CH:12][CH:13]=2)[CH:6]=[CH:5][CH:4]=[CH:3][CH:2]=1.C(N(CC)CC)C.[B:28](Br)(Br)[Br:29]. (6) Given the product [C:1]1([C:7]2[CH:19]=[CH:18][C:10]([C:11]([OH:13])=[O:12])=[C:9]([NH:20][C:21]([C:23]3[CH:24]=[N:25][CH:26]=[C:27]([N:29]4[CH:33]=[CH:32][CH:31]=[CH:30]4)[CH:28]=3)=[O:22])[CH:8]=2)[CH:6]=[CH:5][CH:4]=[CH:3][CH:2]=1, predict the reactants needed to synthesize it. The reactants are: [C:1]1([C:7]2[CH:19]=[CH:18][C:10]([C:11]([O:13]C(C)(C)C)=[O:12])=[C:9]([NH:20][C:21]([C:23]3[CH:24]=[N:25][CH:26]=[C:27]([N:29]4[CH:33]=[CH:32][CH:31]=[CH:30]4)[CH:28]=3)=[O:22])[CH:8]=2)[CH:6]=[CH:5][CH:4]=[CH:3][CH:2]=1. (7) Given the product [C:28]([O:27][C:25]([N:32]1[CH2:37][CH2:36][N:35]([C:2]2[N:7]=[N:6][C:5]([C:8]3[CH:13]=[CH:12][C:11]([C:14]([F:16])([F:17])[F:15])=[CH:10][CH:9]=3)=[C:4]([C:18]3[CH:23]=[CH:22][N:21]=[CH:20][C:19]=3[Cl:24])[CH:3]=2)[CH2:34][CH2:33]1)=[O:26])([CH3:31])([CH3:29])[CH3:30], predict the reactants needed to synthesize it. The reactants are: Cl[C:2]1[N:7]=[N:6][C:5]([C:8]2[CH:13]=[CH:12][C:11]([C:14]([F:17])([F:16])[F:15])=[CH:10][CH:9]=2)=[C:4]([C:18]2[CH:23]=[CH:22][N:21]=[CH:20][C:19]=2[Cl:24])[CH:3]=1.[C:25]([N:32]1[CH2:37][CH2:36][NH:35][CH2:34][CH2:33]1)([O:27][C:28]([CH3:31])([CH3:30])[CH3:29])=[O:26].[F-].[K+]. (8) Given the product [CH2:15]([C:11]1[CH:10]=[C:9]([CH:14]=[CH:13][CH:12]=1)[CH2:8][NH:7][CH2:17][CH:18]([CH:19]1[CH2:20][C:21]2=[CH:26][C:25](=[CH:24][C:23]([F:28])=[CH:22]2)[O:27][CH2:11][CH2:10][CH2:9][CH2:8][C:52](=[O:53])[NH:50][CH2:49][C:43](=[O:46])[NH:29]1)[OH:41])[CH3:16], predict the reactants needed to synthesize it. The reactants are: C(OC(=O)[N:7]([CH2:17][CH:18]([OH:41])[CH:19]([NH:29]C(=O)CNC(=O)CCCCBr)[CH2:20][C:21]1[CH:26]=[C:25]([OH:27])[CH:24]=[C:23]([F:28])[CH:22]=1)[CH2:8][C:9]1[CH:14]=[CH:13][CH:12]=[C:11]([CH2:15][CH3:16])[CH:10]=1)(C)(C)C.[C:43]([O-:46])([O-])=O.[Cs+].[Cs+].[CH3:49][N:50]([CH:52]=[O:53])C. (9) Given the product [F:5][C:6]1[CH:7]=[C:8]([CH:11]=[CH:12][C:13]=1[CH2:14][N:1]=[N+:2]=[N-:3])[C:9]#[N:10], predict the reactants needed to synthesize it. The reactants are: [N-:1]=[N+:2]=[N-:3].[Na+].[F:5][C:6]1[CH:7]=[C:8]([CH:11]=[CH:12][C:13]=1[CH2:14]Br)[C:9]#[N:10].